From a dataset of Reaction yield outcomes from USPTO patents with 853,638 reactions. Predict the reaction yield, written as a fraction of the theoretical maximum amount of product (1.0 means a 100% yield; for example, 0.34 means a 34% yield). (1) The reactants are Br[C:2]1[N:7]=[C:6]([C:8]#[N:9])[C:5]([OH:10])=[C:4]([O:11][CH3:12])[CH:3]=1. The catalyst is [Zn].[OH-].[K+]. The product is [OH:10][C:5]1[C:6]([C:8]#[N:9])=[N:7][CH:2]=[CH:3][C:4]=1[O:11][CH3:12]. The yield is 0.810. (2) The reactants are C([O:5][N:6]=[C:7]1[C:16]2[C:11](=[CH:12][CH:13]=[C:14]([Br:17])[CH:15]=2)[O:10][C:9]([C:18]2[N:19]=[CH:20][C:21]3[C:26]([CH:27]=2)=[CH:25][CH:24]=[CH:23][CH:22]=3)=[CH:8]1)(C)(C)C. The catalyst is ClCCl.[Ti](Cl)(Cl)(Cl)Cl. The product is [Br:17][C:14]1[CH:15]=[C:16]2[C:11](=[CH:12][CH:13]=1)[O:10][C:9]([C:18]1[N:19]=[CH:20][C:21]3[C:26]([CH:27]=1)=[CH:25][CH:24]=[CH:23][CH:22]=3)=[CH:8][C:7]2=[N:6][OH:5]. The yield is 0.850.